Task: Predict the reactants needed to synthesize the given product.. Dataset: Full USPTO retrosynthesis dataset with 1.9M reactions from patents (1976-2016) Given the product [CH:1]1[C:7](=[O:8])[NH:6][C:4](=[O:5])[N:3]([C@@H:9]2[O:13][C@H:12]([CH2:14][O:15][P:16]([O:19][P:20]([OH:22])([OH:23])=[O:21])([OH:18])=[O:17])[C@@H:11]([OH:24])[C@H:10]2[OH:25])[CH:2]=1.[OH:26][CH:27]1[O:34][C@H:33]([CH2:35][NH2:3])[C@@H:31]([OH:32])[C@H:29]([OH:30])[C@H:28]1[NH:40][C:41]([CH3:43])=[O:42], predict the reactants needed to synthesize it. The reactants are: [CH:1]1[C:7](=[O:8])[NH:6][C:4](=[O:5])[N:3]([C@@H:9]2[O:13][C@H:12]([CH2:14][O:15][P:16]([O:19][P:20]([OH:23])([OH:22])=[O:21])([OH:18])=[O:17])[C@@H:11]([OH:24])[C@H:10]2[OH:25])[CH:2]=1.[OH:26][CH:27]1[O:34][C@H:33]([CH2:35]ON=[N+]=[N-])[C@@H:31]([OH:32])[C@H:29]([OH:30])[C@H:28]1[NH:40][C:41]([CH3:43])=[O:42].